Dataset: TCR-epitope binding with 47,182 pairs between 192 epitopes and 23,139 TCRs. Task: Binary Classification. Given a T-cell receptor sequence (or CDR3 region) and an epitope sequence, predict whether binding occurs between them. (1) The epitope is KAYNVTQAF. The TCR CDR3 sequence is CASSLGGPAEAFF. Result: 1 (the TCR binds to the epitope). (2) The epitope is LQPFPQPELPYPQPQ. The TCR CDR3 sequence is CASSLGTRGGAPEAFF. Result: 0 (the TCR does not bind to the epitope). (3) The TCR CDR3 sequence is CASIPMGSTNEKLFF. Result: 1 (the TCR binds to the epitope). The epitope is NLNESLIDL. (4) The epitope is YLQPRTFLL. The TCR CDR3 sequence is CASQDLNTGELFF. Result: 1 (the TCR binds to the epitope). (5) The epitope is LPRRSGAAGA. The TCR CDR3 sequence is CASRDRQSHEQYF. Result: 0 (the TCR does not bind to the epitope). (6) The epitope is KEIDRLNEV. The TCR CDR3 sequence is CASSGTNSYNEQFF. Result: 1 (the TCR binds to the epitope).